From a dataset of Full USPTO retrosynthesis dataset with 1.9M reactions from patents (1976-2016). Predict the reactants needed to synthesize the given product. (1) Given the product [OH:34][CH:35]1[CH2:40][CH2:39][CH2:38][N:37]([C:2]2[CH:3]=[C:4]([CH:25]=[CH:26][N:27]=2)[C:5]([NH:7][C:8]2[S:9][C:10]3[C:16]([N:17]4[CH2:22][CH2:21][O:20][CH2:19][CH2:18]4)=[CH:15][CH:14]=[C:13]([O:23][CH3:24])[C:11]=3[N:12]=2)=[O:6])[CH2:36]1, predict the reactants needed to synthesize it. The reactants are: Br[C:2]1[CH:3]=[C:4]([CH:25]=[CH:26][N:27]=1)[C:5]([NH:7][C:8]1[S:9][C:10]2[C:16]([N:17]3[CH2:22][CH2:21][O:20][CH2:19][CH2:18]3)=[CH:15][CH:14]=[C:13]([O:23][CH3:24])[C:11]=2[N:12]=1)=[O:6].C(=O)([O-])[O-].[Cs+].[Cs+].[OH:34][CH:35]1[CH2:40][CH2:39][CH2:38][NH:37][CH2:36]1. (2) Given the product [C:1]([NH:5][S:6]([C:9]1[S:10][C:11]([C:14]2[N:19]=[C:18]([NH:20][C:21]3[CH:25]=[C:24]([CH:26]4[CH2:28][CH2:27]4)[NH:23][N:22]=3)[C:17](/[CH:29]=[CH:30]/[CH2:31][OH:32])=[CH:16][N:15]=2)=[CH:12][CH:13]=1)(=[O:7])=[O:8])([CH3:4])([CH3:3])[CH3:2], predict the reactants needed to synthesize it. The reactants are: [C:1]([NH:5][S:6]([C:9]1[S:10][C:11]([C:14]2[N:19]=[C:18]([NH:20][C:21]3[CH:25]=[C:24]([CH:26]4[CH2:28][CH2:27]4)[NH:23][N:22]=3)[C:17]([C:29]#[C:30][CH2:31][OH:32])=[CH:16][N:15]=2)=[CH:12][CH:13]=1)(=[O:8])=[O:7])([CH3:4])([CH3:3])[CH3:2].[H-].[H-].[H-].[H-].[Li+].[Al+3]. (3) Given the product [F:24][C:21]([F:22])([F:23])[C:19]1[CH:18]=[CH:17][C:15]2[N:16]=[C:12]([NH:11][C:8](=[O:9])[CH2:7][C:1]3[CH:6]=[CH:5][CH:4]=[CH:3][CH:2]=3)[S:13][C:14]=2[CH:20]=1, predict the reactants needed to synthesize it. The reactants are: [C:1]1([CH2:7][C:8](Cl)=[O:9])[CH:6]=[CH:5][CH:4]=[CH:3][CH:2]=1.[NH2:11][C:12]1[S:13][C:14]2[CH:20]=[C:19]([C:21]([F:24])([F:23])[F:22])[CH:18]=[CH:17][C:15]=2[N:16]=1. (4) Given the product [C:3]([O:7][C:8](=[O:23])[CH2:9][CH2:10][C:11]([NH:13][CH2:14][C:15]1[CH:20]=[CH:19][CH:18]=[C:17]([CH:21]=[N:25][OH:1])[CH:16]=1)=[O:12])([CH3:6])([CH3:5])[CH3:4], predict the reactants needed to synthesize it. The reactants are: [OH-:1].[Na+].[C:3]([O:7][C:8](=[O:23])[CH2:9][CH2:10][C:11]([NH:13][CH2:14][C:15]1[CH:20]=[CH:19][CH:18]=[C:17]([CH:21]=O)[CH:16]=1)=[O:12])([CH3:6])([CH3:5])[CH3:4].Cl.[NH2:25]O.S([O-])(O)(=O)=O.[Na+]. (5) Given the product [C:5]1([C:2]2[CH:3]=[N:11][N:12]3[C:13]([CH2:18][C:19]4[CH:24]=[CH:23][C:22]([OH:25])=[CH:21][CH:20]=4)=[N:14][N:15]=[C:16]3[N:17]=2)[CH:10]=[CH:9][CH:8]=[CH:7][CH:6]=1, predict the reactants needed to synthesize it. The reactants are: O=[C:2]([C:5]1[CH:10]=[CH:9][CH:8]=[CH:7][CH:6]=1)[CH:3]=O.[NH2:11][N:12]1[C:16]([NH2:17])=[N:15][N:14]=[C:13]1[CH2:18][C:19]1[CH:24]=[CH:23][C:22]([OH:25])=[CH:21][CH:20]=1. (6) Given the product [C:1]([C:5]1[CH:10]=[CH:9][C:8]([S:11]([NH:14][C:15]2[CH:20]=[CH:19][C:18]([Cl:21])=[CH:17][C:16]=2[C:24]2[C:32]3[C:27](=[N:28][CH:29]=[CH:30][CH:31]=3)[NH:26][N:25]=2)(=[O:13])=[O:12])=[CH:7][CH:6]=1)([CH3:4])([CH3:3])[CH3:2], predict the reactants needed to synthesize it. The reactants are: [C:1]([C:5]1[CH:10]=[CH:9][C:8]([S:11]([NH:14][C:15]2[CH:20]=[CH:19][C:18]([Cl:21])=[CH:17][C:16]=2I)(=[O:13])=[O:12])=[CH:7][CH:6]=1)([CH3:4])([CH3:3])[CH3:2].I[C:24]1[C:32]2[C:27](=[N:28][CH:29]=[CH:30][CH:31]=2)[NH:26][N:25]=1.C[Sn](C)C.C[Sn](C)C. (7) Given the product [CH3:42][O:41][C:38]1[CH:37]=[CH:36][C:35]([CH2:34][NH:33][C:26]2[C:27]([C:28]([O:30][CH2:31][CH3:32])=[O:29])=[C:22]([NH:1][C@H:2]([C:4]3[N:9]([C:10]4[CH:15]=[CH:14][CH:13]=[CH:12][CH:11]=4)[C:8](=[O:16])[C:7]4=[C:17]([CH3:20])[CH:18]=[CH:19][N:6]4[N:5]=3)[CH3:3])[N:23]=[CH:24][N:25]=2)=[CH:40][CH:39]=1, predict the reactants needed to synthesize it. The reactants are: [NH2:1][C@H:2]([C:4]1[N:9]([C:10]2[CH:15]=[CH:14][CH:13]=[CH:12][CH:11]=2)[C:8](=[O:16])[C:7]2=[C:17]([CH3:20])[CH:18]=[CH:19][N:6]2[N:5]=1)[CH3:3].Cl[C:22]1[C:27]([C:28]([O:30][CH2:31][CH3:32])=[O:29])=[C:26]([NH:33][CH2:34][C:35]2[CH:40]=[CH:39][C:38]([O:41][CH3:42])=[CH:37][CH:36]=2)[N:25]=[CH:24][N:23]=1.C(N(CC)C(C)C)(C)C. (8) Given the product [OH:1][CH:42]([CH3:43])[C@H:40]([CH3:41])[C@@H:39]([C:44]([OH:46])=[O:45])[NH2:38], predict the reactants needed to synthesize it. The reactants are: [O:1]=C(CCC(O)=O)C(O)=O.O=C1O[C@H]([C@H](CO)O)C(O)=C1O.C1N(CCO)CCN(CCS(O)(=O)=O)C1.[NH2:38][C@H:39]([C:44]([OH:46])=[O:45])[C@H:40]([CH2:42][CH3:43])[CH3:41].N[C@H](C(O)=O)C(C)C.N[C@H](C(O)=O)CCC(O)=O.N[C@H](C(O)=O)CCCCN. (9) Given the product [Cl:1][C:2]1[CH:3]=[C:4]([CH:8]=[CH:9][C:10]=1[CH2:11][NH:12][C:13]([NH:15][CH:16]1[C:26]2[CH:25]=[CH:24][CH:23]=[CH:22][C:21]=2[CH2:20][CH2:19][C:18]2[CH:27]=[CH:28][CH:29]=[CH:30][C:17]1=2)=[O:14])[C:5]([NH:64][CH2:65][CH2:66][CH:67]1[CH2:71][CH2:70][CH2:69][N:68]1[CH3:72])=[O:7], predict the reactants needed to synthesize it. The reactants are: [Cl:1][C:2]1[CH:3]=[C:4]([CH:8]=[CH:9][C:10]=1[CH2:11][NH:12][C:13]([NH:15][CH:16]1[C:22]2[CH:23]=[CH:24][CH:25]=[CH:26][C:21]=2[CH2:20][CH2:19][C:18]2[CH:27]=[CH:28][CH:29]=[CH:30][C:17]1=2)=[O:14])[C:5]([OH:7])=O.CN(C(ON1N=NC2C=CC=NC1=2)=[N+](C)C)C.F[P-](F)(F)(F)(F)F.CCN(C(C)C)C(C)C.[NH2:64][CH2:65][CH2:66][CH:67]1[CH2:71][CH2:70][CH2:69][N:68]1[CH3:72]. (10) Given the product [CH3:1][O:2][C:3]1[CH:4]=[C:5]([CH:32]=[CH:33][C:34]=1[O:35][CH3:36])[CH2:6][CH:7]1[C:13]2[CH:14]=[C:15]([O:20][CH3:21])[C:16]([O:18][CH3:19])=[CH:17][C:12]=2[CH2:11][CH2:10][CH2:9][N:8]1[CH:22]([C:26]1[CH:27]=[CH:28][CH:29]=[CH:30][CH:31]=1)[C:23]([NH:42][CH2:41][CH2:40][CH2:39][O:38][CH3:37])=[O:25], predict the reactants needed to synthesize it. The reactants are: [CH3:1][O:2][C:3]1[CH:4]=[C:5]([CH:32]=[CH:33][C:34]=1[O:35][CH3:36])[CH2:6][CH:7]1[C:13]2[CH:14]=[C:15]([O:20][CH3:21])[C:16]([O:18][CH3:19])=[CH:17][C:12]=2[CH2:11][CH2:10][CH2:9][N:8]1[CH:22]([C:26]1[CH:31]=[CH:30][CH:29]=[CH:28][CH:27]=1)[C:23]([OH:25])=O.[CH3:37][O:38][CH2:39][CH2:40][CH2:41][NH2:42].